Dataset: Forward reaction prediction with 1.9M reactions from USPTO patents (1976-2016). Task: Predict the product of the given reaction. (1) Given the reactants C(OC(=O)[NH:7][CH:8]1[CH2:13][CH2:12][N:11]([CH2:14][CH2:15][N:16]2[CH2:21][CH2:20][CH:19]([CH3:22])[CH2:18][CH2:17]2)[CH2:10][CH2:9]1)(C)(C)C.C(Cl)[Cl:25].[ClH:27], predict the reaction product. The product is: [ClH:25].[ClH:27].[ClH:25].[CH3:22][CH:19]1[CH2:18][CH2:17][N:16]([CH2:15][CH2:14][N:11]2[CH2:10][CH2:9][CH:8]([NH2:7])[CH2:13][CH2:12]2)[CH2:21][CH2:20]1. (2) Given the reactants [F:1][C:2]1[CH:3]=[CH:4][CH:5]=[C:6]2[C:10]=1[N:9]([CH3:11])[C:8](=[O:12])[C:7]2([CH3:14])[CH3:13].C([O-])(=O)C.[Na+].[Br:20]Br, predict the reaction product. The product is: [Br:20][C:4]1[CH:5]=[C:6]2[C:10](=[C:2]([F:1])[CH:3]=1)[N:9]([CH3:11])[C:8](=[O:12])[C:7]2([CH3:14])[CH3:13]. (3) Given the reactants Br[CH2:2][CH2:3][O:4][C:5]1[CH:11]=[CH:10][C:8]([NH2:9])=[C:7]([N+:12]([O-:14])=[O:13])[CH:6]=1.[C:15]([N:22]1[CH2:27][CH2:26][NH:25][CH2:24][CH2:23]1)([O:17][C:18]([CH3:21])([CH3:20])[CH3:19])=[O:16].O, predict the reaction product. The product is: [NH2:9][C:8]1[CH:10]=[CH:11][C:5]([O:4][CH2:3][CH2:2][N:25]2[CH2:24][CH2:23][N:22]([C:15]([O:17][C:18]([CH3:21])([CH3:20])[CH3:19])=[O:16])[CH2:27][CH2:26]2)=[CH:6][C:7]=1[N+:12]([O-:14])=[O:13]. (4) Given the reactants NC1C=CC=CC=1C1C([C:14]([C:16]2[C:21]([C:22]3[CH:27]=[CH:26][CH:25]=[CH:24][C:23]=3[NH2:28])=[CH:20][CH:19]=[CH:18][N:17]=2)=O)=NC=CC=1.[NH2:29][C:30](N)=[O:31], predict the reaction product. The product is: [N:17]1[CH:18]=[CH:19][CH:20]=[CH:14][C:16]=1[C:21]1[C:22]2[C:23](=[CH:24][CH:25]=[CH:26][CH:27]=2)[NH:28][C:30](=[O:31])[N:29]=1. (5) The product is: [OH:1][C:2]1[CH:7]=[CH:6][C:5]([C:8]2[N:12]([CH2:13][C:14]([NH:35][CH2:36][CH2:37][O:38][CH2:39][CH2:40][O:41][CH2:42][CH2:43][O:44][CH2:45][CH2:46][NH:47][C:48]([CH2:50][CH2:51][C@H:52]([NH:60][C:61]([C:63]3[CH:64]=[CH:65][C:66]([NH:69][CH3:70])=[CH:67][CH:68]=3)=[O:62])[C:53]([O:55][C:56]([CH3:57])([CH3:58])[CH3:59])=[O:54])=[O:49])=[O:16])[N:11]=[C:10]3[C:17]4[CH:18]=[CH:19][CH:20]=[C:21]([NH:25][C:26](=[O:27])[NH:28][N:29]5[CH2:30][CH2:31][O:32][CH2:33][CH2:34]5)[C:22]=4[C:23](=[O:24])[C:9]=23)=[CH:4][CH:3]=1. Given the reactants [OH:1][C:2]1[CH:7]=[CH:6][C:5]([C:8]2[N:12]([CH2:13][C:14]([OH:16])=O)[N:11]=[C:10]3[C:17]4[CH:18]=[CH:19][CH:20]=[C:21]([NH:25][C:26]([NH:28][N:29]5[CH2:34][CH2:33][O:32][CH2:31][CH2:30]5)=[O:27])[C:22]=4[C:23](=[O:24])[C:9]=23)=[CH:4][CH:3]=1.[NH2:35][CH2:36][CH2:37][O:38][CH2:39][CH2:40][O:41][CH2:42][CH2:43][O:44][CH2:45][CH2:46][NH:47][C:48]([CH2:50][CH2:51][C@H:52]([NH:60][C:61]([C:63]1[CH:68]=[CH:67][C:66]([N:69](C(OCC2C=CC=CC=2)=O)[CH3:70])=[CH:65][CH:64]=1)=[O:62])[C:53]([O:55][C:56]([CH3:59])([CH3:58])[CH3:57])=[O:54])=[O:49].CN(C(ON1N=NC2C=CC=CC1=2)=[N+](C)C)C.F[P-](F)(F)(F)(F)F.CCN(C(C)C)C(C)C, predict the reaction product.